Predict the reaction yield, written as a fraction of the theoretical maximum amount of product (1.0 means a 100% yield; for example, 0.34 means a 34% yield). From a dataset of Reaction yield outcomes from USPTO patents with 853,638 reactions. (1) The reactants are C(O[C:4](=[O:19])[CH2:5][C:6]([CH:8]1[CH2:11][N:10]([C:12]([O:14][C:15]([CH3:18])([CH3:17])[CH3:16])=[O:13])[CH2:9]1)=O)C.Cl.[CH:21]1([C:26]([NH2:28])=[NH:27])[CH2:25][CH2:24][CH2:23][CH2:22]1.C[O-].[Na+]. The catalyst is CO.C(Cl)Cl. The product is [CH:21]1([C:26]2[N:28]=[C:6]([CH:8]3[CH2:9][N:10]([C:12]([O:14][C:15]([CH3:16])([CH3:17])[CH3:18])=[O:13])[CH2:11]3)[CH:5]=[C:4]([OH:19])[N:27]=2)[CH2:25][CH2:24][CH2:23][CH2:22]1. The yield is 0.450. (2) The reactants are [CH:1]([C:3]1[CH:4]=[CH:5][C:6]([OH:11])=[C:7]([CH:10]=1)[C:8]#[N:9])=[O:2].[N+:12]([O-])([OH:14])=[O:13].C(OCC)(=O)C. The catalyst is C(O)(=O)C. The product is [CH:1]([C:3]1[CH:4]=[C:5]([N+:12]([O-:14])=[O:13])[C:6]([OH:11])=[C:7]([CH:10]=1)[C:8]#[N:9])=[O:2]. The yield is 0.960. (3) The reactants are [I:1][C:2]1[C:3](=[O:17])[NH:4][C:5](=[O:16])[N:6]([CH:15]=1)[C@@H:7]1[O:14][C@H:11]([CH2:12][OH:13])[C@@H:9]([OH:10])[CH2:8]1.N1C=CN=C1.[CH3:23][C:24]([Si:27](Cl)([CH3:29])[CH3:28])([CH3:26])[CH3:25]. The catalyst is CN(C)C=O. The product is [Si:27]([O:13][CH2:12][C@H:11]1[O:14][C@@H:7]([N:6]2[CH:15]=[C:2]([I:1])[C:3](=[O:17])[NH:4][C:5]2=[O:16])[CH2:8][C@@H:9]1[OH:10])([C:24]([CH3:26])([CH3:25])[CH3:23])([CH3:29])[CH3:28]. The yield is 0.900. (4) The reactants are [Br:1][C:2]1[C:6]([C:7]#[N:8])=[C:5]([Br:9])[S:4][C:3]=1[C:10]([O:12]CC)=[O:11].O1CCCC1.CO.[OH-].[Na+].O.Cl. No catalyst specified. The product is [Br:1][C:2]1[C:6]([C:7]#[N:8])=[C:5]([Br:9])[S:4][C:3]=1[C:10]([OH:12])=[O:11]. The yield is 0.994. (5) The reactants are [N+:1]([C:4]1[CH:12]=[CH:11][C:7]2[N:8]=[CH:9][NH:10][C:6]=2[CH:5]=1)([O-:3])=[O:2].[CH3:13][CH2:14][Mg+].[Br-].ClC1C(=O)C(Cl)=C(Cl)C(=O)C=1Cl.CCOC(C)=O. The catalyst is C1COCC1. The product is [CH2:13]([C:5]1[C:6]2[NH:10][CH:9]=[N:8][C:7]=2[CH:11]=[CH:12][C:4]=1[N+:1]([O-:3])=[O:2])[CH3:14]. The yield is 0.520. (6) The reactants are Br[Mg][CH2:3][CH:4]=[CH2:5].[CH:6]12[O:11][CH:10]1[CH2:9][O:8][CH2:7]2. The catalyst is O1CCCC1.[Cu]I. The product is [CH2:5]([C@H:6]1[CH2:7][O:8][CH2:9][C@@H:10]1[OH:11])[CH:4]=[CH2:3]. The yield is 0.260. (7) The reactants are Cl.[Cl:2][C:3]1[N:8]=[CH:7][C:6]([C:9]2([OH:22])[CH2:14][CH2:13][N:12](C(OC(C)(C)C)=O)[CH2:11][CH2:10]2)=[CH:5][CH:4]=1. The catalyst is C(OCC)(=O)C.CCOCC. The product is [Cl:2][C:3]1[N:8]=[CH:7][C:6]([C:9]2([OH:22])[CH2:10][CH2:11][NH:12][CH2:13][CH2:14]2)=[CH:5][CH:4]=1. The yield is 0.480. (8) The reactants are [C:1]([C:5]1[CH:12]=[CH:11][C:8]([CH:9]=O)=[CH:7][CH:6]=1)([CH3:4])([CH3:3])[CH3:2].[Cl:13][C:14]1[CH:19]=[CH:18][C:17]([CH2:20][CH2:21][NH2:22])=[CH:16][CH:15]=1.[BH4-].[Na+]. The catalyst is CO.Cl. The product is [C:1]([C:5]1[CH:12]=[CH:11][C:8]([CH2:9][NH:22][CH2:21][CH2:20][C:17]2[CH:18]=[CH:19][C:14]([Cl:13])=[CH:15][CH:16]=2)=[CH:7][CH:6]=1)([CH3:4])([CH3:3])[CH3:2]. The yield is 0.960.